Dataset: Forward reaction prediction with 1.9M reactions from USPTO patents (1976-2016). Task: Predict the product of the given reaction. (1) Given the reactants [CH2:1](Br)[CH:2]=[CH2:3].[F:5][C:6]1[CH:7]=[CH:8][C:9]([N+:13]([O-:15])=[O:14])=[C:10]([OH:12])[CH:11]=1.C(=O)([O-])[O-].[K+].[K+], predict the reaction product. The product is: [CH2:1]([O:12][C:10]1[CH:11]=[C:6]([F:5])[CH:7]=[CH:8][C:9]=1[N+:13]([O-:15])=[O:14])[CH:2]=[CH2:3]. (2) Given the reactants [CH2:1]([O:19][C@H:20]([CH2:24][O:25][CH2:26][CH2:27][CH2:28][CH2:29][CH2:30][CH2:31][CH2:32][CH2:33]/[CH:34]=[CH:35]\[CH2:36]/[CH:37]=[CH:38]\[CH2:39][CH2:40][CH2:41][CH2:42][CH3:43])[CH2:21][CH2:22][NH2:23])[CH2:2][CH2:3][CH2:4][CH2:5][CH2:6][CH2:7][CH2:8]/[CH:9]=[CH:10]\[CH2:11]/[CH:12]=[CH:13]\[CH2:14][CH2:15][CH2:16][CH2:17][CH3:18].[CH2:44]([N:46]([CH2:52][CH3:53])[CH2:47][CH2:48][C:49](O)=[O:50])[CH3:45].Cl.C(N=C=NCCCN(C)C)C, predict the reaction product. The product is: [CH2:1]([O:19][C@H:20]([CH2:24][O:25][CH2:26][CH2:27][CH2:28][CH2:29][CH2:30][CH2:31][CH2:32][CH2:33]/[CH:34]=[CH:35]\[CH2:36]/[CH:37]=[CH:38]\[CH2:39][CH2:40][CH2:41][CH2:42][CH3:43])[CH2:21][CH2:22][NH:23][C:49](=[O:50])[CH2:48][CH2:47][N:46]([CH2:52][CH3:53])[CH2:44][CH3:45])[CH2:2][CH2:3][CH2:4][CH2:5][CH2:6][CH2:7][CH2:8]/[CH:9]=[CH:10]\[CH2:11]/[CH:12]=[CH:13]\[CH2:14][CH2:15][CH2:16][CH2:17][CH3:18]. (3) The product is: [F:15][C:2]([F:1])([C:8]1[CH:13]=[CH:12][C:11]([F:14])=[CH:10][N:9]=1)[C:3]([O-:5])=[O:4].[Na+:17]. Given the reactants [F:1][C:2]([F:15])([C:8]1[CH:13]=[CH:12][C:11]([F:14])=[CH:10][N:9]=1)[C:3]([O:5]CC)=[O:4].[OH-].[Na+:17], predict the reaction product. (4) The product is: [NH2:11][C@H:12]([C:17]([OH:19])=[O:18])[CH2:13][C:14]([OH:16])=[O:15].[NH:1]1[C:5](=[O:6])[CH2:4][CH2:3][C@H:2]1[C:8]([OH:10])=[O:9]. Given the reactants [NH2:1][C@H:2]([C:8]([OH:10])=[O:9])[CH2:3][CH2:4][C:5](O)=[O:6].[NH2:11][C@H:12]([C:17]([OH:19])=[O:18])[CH2:13][C:14]([OH:16])=[O:15], predict the reaction product. (5) Given the reactants [Br:1][C:2]1[CH:7]=[CH:6][C:5]([OH:8])=[CH:4][CH:3]=1.[I-].[Na+].[C:11](=O)([O-])[O-].[K+].[K+].Cl[CH2:18][CH2:19][O:20][CH3:21], predict the reaction product. The product is: [Br:1][C:2]1[CH:7]=[CH:6][C:5]([O:8][CH2:11][CH2:18][CH2:19][O:20][CH3:21])=[CH:4][CH:3]=1. (6) Given the reactants Br[C:2]1[CH:3]=[C:4]2[C:8](=[CH:9][CH:10]=1)[NH:7][N:6]=[CH:5]2.CC1(C)C(C)(C)OB([C:19]2[CH2:20][CH2:21][N:22]([C:25]([O:27][C:28]([CH3:31])([CH3:30])[CH3:29])=[O:26])[CH2:23][CH:24]=2)O1.C(=O)([O-])[O-].[K+].[K+], predict the reaction product. The product is: [NH:7]1[C:8]2[C:4](=[CH:3][C:2]([C:19]3[CH2:24][CH2:23][N:22]([C:25]([O:27][C:28]([CH3:31])([CH3:30])[CH3:29])=[O:26])[CH2:21][CH:20]=3)=[CH:10][CH:9]=2)[CH:5]=[N:6]1.